Dataset: Forward reaction prediction with 1.9M reactions from USPTO patents (1976-2016). Task: Predict the product of the given reaction. (1) The product is: [OH:19][C:7]1([C:3]2[CH:2]=[N:1][CH:6]=[CH:5][CH:4]=2)[CH2:16][CH:15]2[CH2:17][CH2:18][CH:8]1[CH2:9][C:10]2=[O:11]. Given the reactants [N:1]1[CH:6]=[CH:5][CH:4]=[C:3]([C:7]2([OH:19])[CH2:16][CH:15]3[CH2:17][CH2:18][CH:8]2[CH2:9][C:10]23OCC[O:11]2)[CH:2]=1.Cl, predict the reaction product. (2) The product is: [C:12]([O:11][C:9]([N:22]1[CH2:23][CH2:24][C:17]2([CH3:16])[C:25]([CH3:26])([CH3:27])[CH:21]1[CH2:20][C:19]1[CH:28]=[C:29]([OH:33])[C:30]([OH:32])=[CH:31][C:18]=12)=[O:10])([CH3:13])([CH3:14])[CH3:15]. Given the reactants [C:9](O[C:9]([O:11][C:12]([CH3:15])([CH3:14])[CH3:13])=[O:10])([O:11][C:12]([CH3:15])([CH3:14])[CH3:13])=[O:10].[CH3:16][C:17]12[C:25]([CH3:27])([CH3:26])[CH:21]([NH:22][CH2:23][CH2:24]1)[CH2:20][C:19]1[CH:28]=[C:29]([OH:33])[C:30]([OH:32])=[CH:31][C:18]2=1.C(N(CC)CC)C, predict the reaction product. (3) Given the reactants [CH3:1][O:2][CH2:3][CH2:4][NH:5][CH2:6][CH2:7][O:8][CH3:9].[O-:10][N+:11]1[C:16]2[CH:17]=[C:18]3[C:22](=[CH:23][C:15]=2[N:14]=[C:13]([CH2:24][CH2:25][CH:26]=O)[N:12]=1)[CH2:21][CH2:20][CH2:19]3.[BH3-]C#N.[Na+].CC(O)=O, predict the reaction product. The product is: [CH3:1][O:2][CH2:3][CH2:4][N:5]([CH2:6][CH2:7][O:8][CH3:9])[CH2:26][CH2:25][CH2:24][C:13]1[N:12]=[N+:11]([O-:10])[C:16]2[CH:17]=[C:18]3[C:22]([CH2:21][CH2:20][CH2:19]3)=[CH:23][C:15]=2[N:14]=1. (4) Given the reactants Br[C:2]1[CH:10]=[C:9]2[C:5]([CH:6]=[CH:7][N:8]2[C:11]([O:13][C:14]([CH3:17])([CH3:16])[CH3:15])=[O:12])=[CH:4][CH:3]=1.[Si](O[C:26]1[CH:32]=[CH:31][C:29]([NH2:30])=[CH:28][CH:27]=1)(C(C)(C)C)(C)C.NC1C=CC=CC=1, predict the reaction product. The product is: [C:29]1([NH:30][C:2]2[CH:10]=[C:9]3[C:5]([CH:6]=[CH:7][N:8]3[C:11]([O:13][C:14]([CH3:17])([CH3:16])[CH3:15])=[O:12])=[CH:4][CH:3]=2)[CH:31]=[CH:32][CH:26]=[CH:27][CH:28]=1. (5) Given the reactants [Cl:1][C:2]1[CH:7]=[C:6](B2OC(C)(C)C(C)(C)O2)[CH:5]=[CH:4][C:3]=1[CH:17]([CH3:35])[C:18]([C:24]1[CH:25]=[CH:26][C:27]2[O:31][C:30](=[O:32])[N:29]([CH3:33])[C:28]=2[CH:34]=1)([OH:23])[C:19]([F:22])([F:21])[F:20].Br[C:37]1[CH:38]=[N:39][CH:40]=[N:41][CH:42]=1, predict the reaction product. The product is: [Cl:1][C:2]1[CH:7]=[C:6]([C:37]2[CH:38]=[N:39][CH:40]=[N:41][CH:42]=2)[CH:5]=[CH:4][C:3]=1[CH:17]([CH3:35])[C:18]([C:24]1[CH:25]=[CH:26][C:27]2[O:31][C:30](=[O:32])[N:29]([CH3:33])[C:28]=2[CH:34]=1)([OH:23])[C:19]([F:20])([F:22])[F:21]. (6) Given the reactants Br[C:2]1[CH:3]=[C:4]([N:8]2[C:13](=[O:14])[C:12]([CH2:15][C:16]3[CH:21]=[CH:20][C:19]([C:22]4[C:23]([C:28]#[N:29])=[CH:24][CH:25]=[CH:26][CH:27]=4)=[CH:18][CH:17]=3)=[C:11]([CH2:30][CH2:31][CH2:32][CH3:33])[N:10]=[C:9]2[CH3:34])[CH:5]=[CH:6][CH:7]=1.[CH:35]([Sn](CCCC)(CCCC)CCCC)=[CH2:36].[Cl-].[Li+].[F-].[K+], predict the reaction product. The product is: [CH2:30]([C:11]1[N:10]=[C:9]([CH3:34])[N:8]([C:4]2[CH:5]=[CH:6][CH:7]=[C:2]([CH:35]=[CH2:36])[CH:3]=2)[C:13](=[O:14])[C:12]=1[CH2:15][C:16]1[CH:21]=[CH:20][C:19]([C:22]2[C:23]([C:28]#[N:29])=[CH:24][CH:25]=[CH:26][CH:27]=2)=[CH:18][CH:17]=1)[CH2:31][CH2:32][CH3:33]. (7) Given the reactants [C:1]([NH:4][C:5]1[C:35]([Cl:36])=[CH:34][C:8]([CH2:9][NH:10]/[C:11](=[N:26]\C(=O)OC(C)(C)C)/[NH:12][C:13](=[O:25])[CH2:14][C:15]([C:17]2[CH:22]=[CH:21][C:20]([O:23][CH3:24])=[CH:19][CH:18]=2)=O)=[CH:7][C:6]=1[Cl:37])(=[O:3])[CH3:2].Cl.[CH2:39]([O:43][NH2:44])[CH:40]([CH3:42])[CH3:41], predict the reaction product. The product is: [C:1]([NH:4][C:5]1[C:35]([Cl:36])=[CH:34][C:8]([CH2:9][NH:10][C:11]([NH2:26])=[N:12][C:13](=[O:25])[CH2:14]/[C:15](=[N:44]\[O:43][CH2:39][CH:40]([CH3:42])[CH3:41])/[C:17]2[CH:18]=[CH:19][C:20]([O:23][CH3:24])=[CH:21][CH:22]=2)=[CH:7][C:6]=1[Cl:37])(=[O:3])[CH3:2]. (8) The product is: [C:54]([O:53][C@H:52]1[C@@H:57]([O:58][CH2:59][C:60]2[CH:61]=[CH:62][CH:63]=[CH:64][CH:65]=2)[C@H:66]([O:67][CH2:68][C:69]2[CH:70]=[CH:71][CH:72]=[CH:73][CH:74]=2)[C@@H:75]([CH2:77][O:78][CH2:79][C:80]2[CH:81]=[CH:82][CH:83]=[CH:84][CH:85]=2)[O:76][C@@H:51]1[O:8][CH2:7][C@H:6]([O:5][CH2:4][CH2:3][C@H:2]([CH3:1])[CH2:31][CH2:32][CH2:33][C@H:34]([CH3:46])[CH2:35][CH2:36][CH2:37][C@H:38]([CH3:45])[CH2:39][CH2:40][CH2:41][CH:42]([CH3:44])[CH3:43])[CH2:9][O:10][CH2:11][CH2:12][C@H:13]([CH3:30])[CH2:14][CH2:15][CH2:16][C@H:17]([CH3:29])[CH2:18][CH2:19][CH2:20][C@H:21]([CH3:28])[CH2:22][CH2:23][CH2:24][CH:25]([CH3:26])[CH3:27])(=[O:56])[CH3:55]. Given the reactants [CH3:1][C@H:2]([CH2:31][CH2:32][CH2:33][C@H:34]([CH3:46])[CH2:35][CH2:36][CH2:37][C@H:38]([CH3:45])[CH2:39][CH2:40][CH2:41][CH:42]([CH3:44])[CH3:43])[CH2:3][CH2:4][O:5][C@@H:6]([CH2:9][O:10][CH2:11][CH2:12][C@H:13]([CH3:30])[CH2:14][CH2:15][CH2:16][C@H:17]([CH3:29])[CH2:18][CH2:19][CH2:20][C@H:21]([CH3:28])[CH2:22][CH2:23][CH2:24][CH:25]([CH3:27])[CH3:26])[CH2:7][OH:8].ClC(Cl)(Cl)C(=N)O[C@H:51]1[O:76][C@H:75]([CH2:77][O:78][CH2:79][C:80]2[CH:85]=[CH:84][CH:83]=[CH:82][CH:81]=2)[C@@H:66]([O:67][CH2:68][C:69]2[CH:74]=[CH:73][CH:72]=[CH:71][CH:70]=2)[C@H:57]([O:58][CH2:59][C:60]2[CH:65]=[CH:64][CH:63]=[CH:62][CH:61]=2)[C@@H:52]1[O:53][C:54](=[O:56])[CH3:55].C([Si](OS(C(F)(F)F)(=O)=O)(CC)CC)C, predict the reaction product. (9) Given the reactants [C:1]([O:5][C:6]([N:8]1[CH2:12][C@@H:11]([CH2:13][NH:14][CH:15]([CH3:17])[CH3:16])[C@H:10]([C:18]([CH3:26])([CH3:25])[O:19][SiH2:20][C:21]([CH3:24])([CH3:23])[CH3:22])[CH2:9]1)=[O:7])([CH3:4])([CH3:3])[CH3:2].[CH2:27]([C:29]1[CH:37]=[CH:36][C:32]([C:33](O)=[O:34])=[CH:31][C:30]=1[O:38][CH2:39][CH2:40][CH2:41][O:42][CH3:43])[CH3:28].C(N(CC)CC)C.C(OC(C)(C)C)=O, predict the reaction product. The product is: [C:1]([O:5][C:6]([N:8]1[CH2:12][C@@H:11]([CH2:13][N:14]([C:33](=[O:34])[C:32]2[CH:36]=[CH:37][C:29]([CH2:27][CH3:28])=[C:30]([O:38][CH2:39][CH2:40][CH2:41][O:42][CH3:43])[CH:31]=2)[CH:15]([CH3:16])[CH3:17])[C@H:10]([C:18]([CH3:26])([CH3:25])[O:19][SiH2:20][C:21]([CH3:24])([CH3:23])[CH3:22])[CH2:9]1)=[O:7])([CH3:4])([CH3:2])[CH3:3]. (10) Given the reactants [CH2:1]([CH:3]([CH2:34][CH2:35][CH2:36][CH3:37])[CH2:4][O:5][C:6]1[CH:21]=[C:20]([N+:22]([O-])=O)[C:19]([O:25][CH2:26][CH:27]([CH2:32][CH3:33])[CH2:28][CH2:29][CH2:30][CH3:31])=[CH:18][C:7]=1/[CH:8]=[CH:9]/[C:10]1[CH:17]=[CH:16][C:13]([C:14]#[N:15])=[CH:12][CH:11]=1)[CH3:2].[Sn](Cl)Cl, predict the reaction product. The product is: [NH2:22][C:20]1[C:19]([O:25][CH2:26][CH:27]([CH2:32][CH3:33])[CH2:28][CH2:29][CH2:30][CH3:31])=[CH:18][C:7](/[CH:8]=[CH:9]/[C:10]2[CH:17]=[CH:16][C:13]([C:14]#[N:15])=[CH:12][CH:11]=2)=[C:6]([O:5][CH2:4][CH:3]([CH2:1][CH3:2])[CH2:34][CH2:35][CH2:36][CH3:37])[CH:21]=1.